This data is from Catalyst prediction with 721,799 reactions and 888 catalyst types from USPTO. The task is: Predict which catalyst facilitates the given reaction. (1) Reactant: [C:1]([O:5][C:6]([C:8]1[CH:18]=[CH:17][C:11]([O:12][CH2:13]/[CH:14]=[CH:15]/[CH3:16])=[CH:10][CH:9]=1)=[O:7])([CH3:4])([CH3:3])[CH3:2].ClC1C=C(C=CC=1)C(OO)=[O:24]. Product: [O:24]1[CH:15]([CH3:16])[CH:14]1[CH2:13][O:12][C:11]1[CH:17]=[CH:18][C:8]([C:6]([O:5][C:1]([CH3:2])([CH3:4])[CH3:3])=[O:7])=[CH:9][CH:10]=1. The catalyst class is: 426. (2) Reactant: CC(C)([O-])C.[K+].[N+:7]([CH2:9][C:10]([O:12][CH3:13])=[O:11])#[C-:8].[Br:14][C:15]1[CH:16]=[CH:17][C:18]([Cl:25])=[C:19]([CH2:21][C:22](Cl)=[O:23])[CH:20]=1.C(O)(=O)CC(CC(O)=O)(C(O)=O)O. Product: [Br:14][C:15]1[CH:16]=[CH:17][C:18]([Cl:25])=[C:19]([CH2:21][C:22]2[O:23][CH:8]=[N:7][C:9]=2[C:10]([O:12][CH3:13])=[O:11])[CH:20]=1. The catalyst class is: 7. (3) Reactant: N1C2C(=CC([NH:10][C:11]3[C:20]4[C:15](=[CH:16][CH:17]=[CH:18][CH:19]=4)[N:14]=[C:13]([C:21]4[CH:22]=[C:23]([CH:29]=[CH:30][CH:31]=4)[O:24][CH2:25][C:26](O)=[O:27])[N:12]=3)=CC=2)C=N1.C1CN([P+](ON2[N:57]=[N:56][C:51]3[CH:52]=[CH:53][CH:54]=[CH:55][C:50]2=3)(N2CCCC2)N2CCCC2)CC1.F[P-](F)(F)(F)(F)F.[CH3:65]CN(C(C)C)C(C)C.S(O)(O)(=O)=O.[NH2:79][CH2:80][C:81]#[N:82]. Product: [NH:56]1[C:51]2[C:50](=[CH:55][C:54]([NH:10][C:11]3[C:20]4[C:15](=[CH:16][CH:17]=[CH:18][CH:19]=4)[N:14]=[C:13]([C:21]4[CH:22]=[C:23]([CH:29]=[CH:30][CH:31]=4)[O:24][CH2:25][C:26]([NH:82][CH2:81][C:80]#[N:79])=[O:27])[N:12]=3)=[CH:53][CH:52]=2)[CH:65]=[N:57]1. The catalyst class is: 59. (4) Reactant: [CH2:1]([O:8][C:9]1[C:16]([CH3:17])=[CH:15][C:12]([CH:13]=[O:14])=[CH:11][C:10]=1[CH2:18][CH3:19])[C:2]1[CH:7]=[CH:6][CH:5]=[CH:4][CH:3]=1.[O-:20][Mn](=O)(=O)=O.[K+]. Product: [CH2:1]([O:8][C:9]1[C:16]([CH3:17])=[CH:15][C:12]([C:13]([OH:20])=[O:14])=[CH:11][C:10]=1[CH2:18][CH3:19])[C:2]1[CH:7]=[CH:6][CH:5]=[CH:4][CH:3]=1. The catalyst class is: 21. (5) Reactant: [CH3:1][C:2]1([CH3:14])[O:11][C:6]2=[N:7][CH:8]=[CH:9][CH:10]=[C:5]2/[C:4](=[N:12]/O)/[CH2:3]1. Product: [CH3:1][C:2]1([CH3:14])[O:11][C:6]2=[N:7][CH:8]=[CH:9][CH:10]=[C:5]2[CH:4]([NH2:12])[CH2:3]1. The catalyst class is: 94.